Dataset: Forward reaction prediction with 1.9M reactions from USPTO patents (1976-2016). Task: Predict the product of the given reaction. (1) The product is: [Br:24][CH2:20][C:30]1[CH:29]=[CH:28][N:27]=[C:26]([Cl:25])[CH:31]=1. Given the reactants C1(P(C2C=CC=CC=2)C2C=CC=CC=2)C=CC=CC=1.[C:20]([Br:24])(Br)(Br)Br.[Cl:25][C:26]1[CH:31]=[C:30](CO)[CH:29]=[CH:28][N:27]=1, predict the reaction product. (2) Given the reactants C1(N2CCN(CC3CCC4C(=CC=CC=4)N3)CC2)C2C(=CC=CC=2)C=CN=1.[F:28][C:29]([F:58])([F:57])[O:30][C:31]1[CH:32]=[C:33]2[C:38](=[CH:39][CH:40]=1)[N:37]=[C:36]([CH2:41][N:42]1[CH2:47][CH2:46][N:45]([C:48]3[CH:56]=[CH:55][CH:54]=[C:53]4[C:49]=3[CH:50]=[CH:51][NH:52]4)[CH2:44][CH2:43]1)[CH:35]=[CH:34]2, predict the reaction product. The product is: [F:57][C:29]([F:28])([F:58])[O:30][C:31]1[CH:32]=[C:33]2[C:38](=[CH:39][CH:40]=1)[NH:37][CH:36]([CH2:41][N:42]1[CH2:47][CH2:46][N:45]([C:48]3[CH:56]=[CH:55][CH:54]=[C:53]4[C:49]=3[CH:50]=[CH:51][NH:52]4)[CH2:44][CH2:43]1)[CH2:35][CH2:34]2. (3) The product is: [F:2][C:3]1[CH:4]=[C:5]([CH:26]=[CH:27][CH:28]=1)[CH:6]=[C:40]1[CH2:41][CH2:36][CH2:37][N:38]([C:42]([O:44][C:45]([CH3:48])([CH3:47])[CH3:46])=[O:43])[CH2:39]1. Given the reactants [Br-].[F:2][C:3]1[CH:4]=[C:5]([CH:26]=[CH:27][CH:28]=1)[CH2:6][P+](C1C=CC=CC=1)(C1C=CC=CC=1)C1C=CC=CC=1.CC(C)([O-])C.[Na+].O=[C:36]1[CH2:41][CH2:40][CH2:39][N:38]([C:42]([O:44][C:45]([CH3:48])([CH3:47])[CH3:46])=[O:43])[CH2:37]1, predict the reaction product.